Predict the product of the given reaction. From a dataset of Forward reaction prediction with 1.9M reactions from USPTO patents (1976-2016). (1) Given the reactants [NH2:1][C:2]1[CH:15]=[CH:14][C:13]2[NH:12][C:11]3[C:6](=[CH:7][C:8]([N+:16]([O-])=O)=[CH:9][CH:10]=3)[C:5](=[O:19])[C:4]=2[CH:3]=1.O.O.O.O.O.O.O.O.O.[S-2].[Na+].[Na+].[OH-].[Na+].C(=O)(O)[O-].[Na+], predict the reaction product. The product is: [NH2:16][C:8]1[CH:9]=[CH:10][C:11]2[NH:12][C:13]3[C:4](=[CH:3][C:2]([NH2:1])=[CH:15][CH:14]=3)[C:5](=[O:19])[C:6]=2[CH:7]=1. (2) Given the reactants [CH3:1][CH2:2][C@H:3]1[O:18][C:16](=[O:17])[C@H:15]([CH3:19])[C@@H:14]([O:20][C@@H:21]2[O:26][C@@H:25]([CH3:27])[C@H:24]([OH:28])[C@@:23]([O:30][CH3:31])([CH3:29])[CH2:22]2)[C@H:13]([CH3:32])[C@@H:12]([O:33][C@@H:34]2[O:39][C@H:38]([CH3:40])[CH2:37][C@H:36]([N:41]([CH3:43])[CH3:42])[C@H:35]2[OH:44])[C@@:11]([OH:46])([CH3:45])[CH2:10][C@@H:9]([CH3:47])[CH2:8][N:7]([CH3:48])[C@H:6]([CH3:49])[C@@H:5]([OH:50])[C@@:4]1([OH:52])[CH3:51].[CH2:53]([OH:55])[CH3:54], predict the reaction product. The product is: [CH3:1][CH2:2][C@H:3]1[O:18][C:16](=[O:17])[C@H:15]([CH3:19])[C@@H:14]([O:20][C@@H:21]2[O:26][C@@H:25]([CH3:27])[C@H:24]([OH:28])[C@@:23]([O:30][CH3:31])([CH3:29])[CH2:22]2)[C@H:13]([CH3:32])[C@@H:12]([O:33][C@@H:34]2[O:39][C@H:38]([CH3:40])[CH2:37][C@H:36]([N:41]([CH3:43])[CH3:42])[C@H:35]2[OH:44])[C@@:11]([OH:46])([CH3:45])[CH2:10][C@@H:9]([CH3:47])[CH2:8][N:7]([CH3:48])[C@H:6]([CH3:49])[C@@H:5]([OH:50])[C@@:4]1([OH:52])[CH3:51].[CH2:53]([O-:55])[CH3:54]. (3) The product is: [CH3:8][C:9]1[CH:14]=[CH:13][CH:12]=[CH:11][C:10]=1[CH:2]1[CH2:7][CH2:6][CH2:5][CH2:4][CH2:3]1. Given the reactants Br[CH:2]1[CH2:7][CH2:6][CH2:5][CH2:4][CH2:3]1.[CH3:8][C:9]1[CH:14]=[CH:13][CH:12]=[CH:11][C:10]=1[Mg]Br.N1C=CN=CC=1, predict the reaction product. (4) Given the reactants [F:1][C:2]1[CH:7]=[CH:6][C:5]([C:8]2[C:21]3[C:22]4=[C:23]5[C:18](=[CH:19][CH:20]=3)[CH:17]=[CH:16][C:15]([C:24]3[CH:29]=[CH:28][C:27]([F:30])=[CH:26][CH:25]=3)=[C:14]5[CH:13]=[CH:12][C:11]4=[CH:10][CH:9]=2)=[CH:4][CH:3]=1.[Br:31]N1C(=O)CCC1=O, predict the reaction product. The product is: [Br:31][C:17]1[CH:16]=[C:15]([C:24]2[CH:29]=[CH:28][C:27]([F:30])=[CH:26][CH:25]=2)[C:14]2[C:23]3=[C:22]4[C:11]([CH:10]=[CH:9][C:8]([C:5]5[CH:6]=[CH:7][C:2]([F:1])=[CH:3][CH:4]=5)=[C:21]4[CH:20]=[CH:19][C:18]=13)=[CH:12][CH:13]=2.